Task: Predict the reactants needed to synthesize the given product.. Dataset: Full USPTO retrosynthesis dataset with 1.9M reactions from patents (1976-2016) Given the product [CH2:13]([C:4]1[S:3][C:2]([NH2:1])=[N:6][C:5]=1[C:7]1[CH:12]=[CH:11][CH:10]=[CH:9][CH:8]=1)[C:15]1[CH:16]=[CH:17][CH:18]=[CH:19][CH:20]=1, predict the reactants needed to synthesize it. The reactants are: [NH2:1][C:2]1[S:3][C:4]([C:13]([C:15]2[CH:20]=[CH:19][CH:18]=[CH:17][CH:16]=2)=O)=[C:5]([C:7]2[CH:12]=[CH:11][CH:10]=[CH:9][CH:8]=2)[N:6]=1.[BH4-].[Na+].[SiH](CC)(CC)CC.C(O)(C(F)(F)F)=O.